The task is: Predict which catalyst facilitates the given reaction.. This data is from Catalyst prediction with 721,799 reactions and 888 catalyst types from USPTO. (1) Reactant: [OH:1][C:2]1[CH:11]=[CH:10][C:9]([N+:12]([O-:14])=[O:13])=[CH:8][C:3]=1[C:4]([O:6][CH3:7])=[O:5].[Cl:15][C:16]1[CH:17]=[C:18]([CH:22]([C:24]2[CH:29]=[CH:28][CH:27]=[CH:26][CH:25]=2)O)[CH:19]=[CH:20][CH:21]=1.C1(C)C=CC=CC=1.C1(P(C2C=CC=CC=2)C2C=CC=CC=2)C=CC=CC=1. Product: [Cl:15][C:16]1[CH:17]=[C:18]([CH:22]([C:24]2[CH:25]=[CH:26][CH:27]=[CH:28][CH:29]=2)[O:1][C:2]2[CH:11]=[CH:10][C:9]([N+:12]([O-:14])=[O:13])=[CH:8][C:3]=2[C:4]([O:6][CH3:7])=[O:5])[CH:19]=[CH:20][CH:21]=1. The catalyst class is: 3. (2) Reactant: [OH:1][C@H:2]1[CH2:7][CH2:6][CH2:5][CH2:4][C@@H:3]1[NH:8][CH:9]1[CH2:14][CH2:13][N:12]([C:15]([O:17][C:18]([CH3:21])([CH3:20])[CH3:19])=[O:16])[CH2:11][CH2:10]1.[Cl:22][CH2:23][C:24](Cl)=[O:25].C(N(CC)CC)C.C([O-])(O)=O.[Na+]. Product: [Cl:22][CH2:23][C:24]([N:8]([C@H:3]1[CH2:4][CH2:5][CH2:6][CH2:7][C@@H:2]1[OH:1])[CH:9]1[CH2:10][CH2:11][N:12]([C:15]([O:17][C:18]([CH3:21])([CH3:20])[CH3:19])=[O:16])[CH2:13][CH2:14]1)=[O:25]. The catalyst class is: 4.